Dataset: Reaction yield outcomes from USPTO patents with 853,638 reactions. Task: Predict the reaction yield, written as a fraction of the theoretical maximum amount of product (1.0 means a 100% yield; for example, 0.34 means a 34% yield). The reactants are Br[C:2]1[C:3]([F:12])=[C:4]([CH2:10][OH:11])[CH:5]=[CH:6][C:7]=1[O:8][CH3:9].[Cl:13][C:14]1[CH:15]=[C:16](B(O)O)[CH:17]=[CH:18][CH:19]=1.C([O-])([O-])=O.[Na+].[Na+].C1(C)C=CC=CC=1. The catalyst is C1C=CC([P]([Pd]([P](C2C=CC=CC=2)(C2C=CC=CC=2)C2C=CC=CC=2)([P](C2C=CC=CC=2)(C2C=CC=CC=2)C2C=CC=CC=2)[P](C2C=CC=CC=2)(C2C=CC=CC=2)C2C=CC=CC=2)(C2C=CC=CC=2)C2C=CC=CC=2)=CC=1.CCO. The product is [Cl:13][C:14]1[CH:19]=[C:18]([C:2]2[C:7]([O:8][CH3:9])=[CH:6][CH:5]=[C:4]([CH2:10][OH:11])[C:3]=2[F:12])[CH:17]=[CH:16][CH:15]=1. The yield is 0.670.